Dataset: Full USPTO retrosynthesis dataset with 1.9M reactions from patents (1976-2016). Task: Predict the reactants needed to synthesize the given product. (1) Given the product [C:1]([NH:4][C:5]1[CH:10]=[CH:9][C:8]([C:11]2[N:20]=[C:19]([C:21]([N:30]3[CH2:29][CH2:28][C:27]4[C:32](=[CH:33][CH:34]=[C:35]([CH3:36])[C:26]=4[OH:25])[CH2:31]3)=[O:22])[C:18]3[C:13](=[CH:14][CH:15]=[CH:16][CH:17]=3)[N:12]=2)=[CH:7][CH:6]=1)(=[O:3])[CH3:2], predict the reactants needed to synthesize it. The reactants are: [C:1]([NH:4][C:5]1[CH:10]=[CH:9][C:8]([C:11]2[N:20]=[C:19]([C:21](O)=[O:22])[C:18]3[C:13](=[CH:14][CH:15]=[CH:16][CH:17]=3)[N:12]=2)=[CH:7][CH:6]=1)(=[O:3])[CH3:2].Cl.[OH:25][C:26]1[C:35]([CH3:36])=[CH:34][CH:33]=[C:32]2[C:27]=1[CH2:28][CH2:29][NH:30][CH2:31]2. (2) Given the product [CH3:1][O:2][C:3](=[O:12])[C:4]1[CH:5]=[C:6]([Cl:11])[N:7]=[C:8]([NH:69][C@H:65]([CH2:67][CH3:68])[CH3:66])[CH:9]=1, predict the reactants needed to synthesize it. The reactants are: [CH3:1][O:2][C:3](=[O:12])[C:4]1[CH:9]=[C:8](Cl)[N:7]=[C:6]([Cl:11])[CH:5]=1.C1(P(C2C=CC=CC=2)C2C=CC3C(=CC=CC=3)C=2C2C3C(=CC=CC=3)C=CC=2P(C2C=CC=CC=2)C2C=CC=CC=2)C=CC=CC=1.C(=O)([O-])[O-].[Cs+].[Cs+].[C@@H:65]([NH2:69])([CH2:67][CH3:68])[CH3:66].